Dataset: Forward reaction prediction with 1.9M reactions from USPTO patents (1976-2016). Task: Predict the product of the given reaction. (1) Given the reactants [C:1]([Br:5])(Br)(Br)[Br:2].C1C=CC(P(C2C=CC=CC=2)C2C=CC=CC=2)=CC=1.[C:25]([O:29][C:30]([N:32]1[CH2:37][CH2:36][CH2:35][CH:34]([CH:38]=O)[CH2:33]1)=[O:31])([CH3:28])([CH3:27])[CH3:26], predict the reaction product. The product is: [C:25]([O:29][C:30]([N:32]1[CH2:37][CH2:36][CH2:35][CH:34]([CH:38]=[C:1]([Br:5])[Br:2])[CH2:33]1)=[O:31])([CH3:28])([CH3:26])[CH3:27]. (2) Given the reactants [Cl:1][C:2]1[C:3]([F:45])=[C:4]([C@@H:8]2[C@:12]([C:15]3[CH:20]=[CH:19][C:18]([Cl:21])=[CH:17][C:16]=3[F:22])([C:13]#[N:14])[C@H:11]([CH2:23][C:24]([CH3:27])([CH3:26])[CH3:25])[NH:10][C@H:9]2[C:28]([NH:30][C:31]2[CH:39]=[CH:38][C:34]([C:35]([OH:37])=[O:36])=[CH:33][C:32]=2[O:40][C:41](F)(F)F)=[O:29])[CH:5]=[CH:6][CH:7]=1.[CH:46]1([CH:49]=O)[CH2:48][CH2:47]1.[CH3:51]C(O)=O, predict the reaction product. The product is: [CH3:51][O:37][C:35](=[O:36])[C:34]1[CH:38]=[CH:39][C:31]([N:30]2[C:28](=[O:29])[C@H:9]3[C@H:8]([C:4]4[CH:5]=[CH:6][CH:7]=[C:2]([Cl:1])[C:3]=4[F:45])[C@:12]([C:15]4[CH:20]=[CH:19][C:18]([Cl:21])=[CH:17][C:16]=4[F:22])([C:13]#[N:14])[C@H:11]([CH2:23][C:24]([CH3:25])([CH3:26])[CH3:27])[N:10]3[C@@H:49]2[CH:46]2[CH2:47][CH2:48]2)=[C:32]([O:40][CH3:41])[CH:33]=1. (3) The product is: [C:37]([NH:1][CH2:2][C@@H:3]1[CH2:7][C@H:6]([NH:8][C:9]([C:11]2[C:19]3[C:14](=[CH:15][CH:16]=[CH:17][CH:18]=3)[N:13]([CH:20]([CH3:21])[CH3:22])[N:12]=2)=[O:10])[CH2:5][N:4]1[C:23]([O:25][C:26]([CH3:27])([CH3:29])[CH3:28])=[O:24])(=[O:39])[CH3:38]. Given the reactants [NH2:1][CH2:2][C@@H:3]1[CH2:7][C@H:6]([NH:8][C:9]([C:11]2[C:19]3[C:14](=[CH:15][CH:16]=[CH:17][CH:18]=3)[N:13]([CH:20]([CH3:22])[CH3:21])[N:12]=2)=[O:10])[CH2:5][N:4]1[C:23]([O:25][C:26]([CH3:29])([CH3:28])[CH3:27])=[O:24].C(N(CC)CC)C.[C:37](Cl)(=[O:39])[CH3:38].O, predict the reaction product. (4) Given the reactants [NH:1]1[CH:5]=[C:4]([CH2:6][C:7]#[N:8])[N:3]=[CH:2]1.C(N(CC)CC)C.Cl[C:17]([C:30]1[CH:35]=[CH:34][CH:33]=[CH:32][CH:31]=1)([C:24]1[CH:29]=[CH:28][CH:27]=[CH:26][CH:25]=1)[C:18]1[CH:23]=[CH:22][CH:21]=[CH:20][CH:19]=1.O, predict the reaction product. The product is: [C:17]([N:1]1[CH:5]=[C:4]([CH2:6][C:7]#[N:8])[N:3]=[CH:2]1)([C:18]1[CH:23]=[CH:22][CH:21]=[CH:20][CH:19]=1)([C:30]1[CH:31]=[CH:32][CH:33]=[CH:34][CH:35]=1)[C:24]1[CH:25]=[CH:26][CH:27]=[CH:28][CH:29]=1. (5) Given the reactants [NH2:1][C:2]1[N:7]=[C:6]([CH2:8][O:9][C:10]2[C:19]3[C:14](=[CH:15][CH:16]=[CH:17][CH:18]=3)[C:13]([NH:20][C:21]([NH:23][C:24]3[N:28]([C:29]4[CH:34]=[CH:33][C:32]([CH3:35])=[CH:31][CH:30]=4)[N:27]=[C:26]([C:36]([CH3:39])([CH3:38])[CH3:37])[CH:25]=3)=[O:22])=[CH:12][CH:11]=2)[CH:5]=[CH:4][N:3]=1.[CH3:40][O:41][CH2:42][C:43](Cl)=[O:44].CCN(C(C)C)C(C)C, predict the reaction product. The product is: [C:36]([C:26]1[CH:25]=[C:24]([NH:23][C:21](=[O:22])[NH:20][C:13]2[C:14]3[C:19](=[CH:18][CH:17]=[CH:16][CH:15]=3)[C:10]([O:9][CH2:8][C:6]3[CH:5]=[CH:4][N:3]=[C:2]([NH:1][C:43](=[O:44])[CH2:42][O:41][CH3:40])[N:7]=3)=[CH:11][CH:12]=2)[N:28]([C:29]2[CH:30]=[CH:31][C:32]([CH3:35])=[CH:33][CH:34]=2)[N:27]=1)([CH3:39])([CH3:38])[CH3:37].